From a dataset of Forward reaction prediction with 1.9M reactions from USPTO patents (1976-2016). Predict the product of the given reaction. (1) Given the reactants [CH:1]1[CH:6]=[C:5]([S:7]([OH:10])(=[O:9])=[O:8])[CH:4]=[C:3]([NH2:11])[CH:2]=1.[CH2:12]([O:14][C:15](=[O:29])[CH:16]([CH2:20][C:21](=O)[C:22]1[CH:27]=[CH:26][CH:25]=[CH:24][CH:23]=1)[C:17](=O)[CH3:18])[CH3:13].[OH-].[Na+].CC1C=CC(S(O)(=O)=O)=CC=1, predict the reaction product. The product is: [CH2:12]([O:14][C:15]([C:16]1[CH:20]=[C:21]([C:22]2[CH:23]=[CH:24][CH:25]=[CH:26][CH:27]=2)[N:11]([C:3]2[CH:2]=[CH:1][CH:6]=[C:5]([S:7]([OH:10])(=[O:8])=[O:9])[CH:4]=2)[C:17]=1[CH3:18])=[O:29])[CH3:13]. (2) Given the reactants [Si]([O:8][CH2:9][CH2:10][C@@H:11]([NH:25][C:26]1[CH:33]=[CH:32][C:29]([C:30]#[N:31])=[C:28]([Cl:34])[C:27]=1[CH3:35])[C:12]1[O:13][C:14]([C:17]2[CH:22]=[CH:21][C:20]([C:23]#[N:24])=[CH:19][CH:18]=2)=[N:15][N:16]=1)(C(C)(C)C)(C)C.[F-].C([N+](CCCC)(CCCC)CCCC)CCC, predict the reaction product. The product is: [Cl:34][C:28]1[C:27]([CH3:35])=[C:26]([NH:25][C@@H:11]([C:12]2[O:13][C:14]([C:17]3[CH:18]=[CH:19][C:20]([C:23]#[N:24])=[CH:21][CH:22]=3)=[N:15][N:16]=2)[CH2:10][CH2:9][OH:8])[CH:33]=[CH:32][C:29]=1[C:30]#[N:31]. (3) Given the reactants Cl.[CH3:2][O:3][C:4](=[O:38])[C:5]1[CH:10]=[CH:9][C:8]([O:11][C:12]2[CH:17]=[CH:16][C:15]([CH2:18][C@H:19]([NH2:37])[C:20]3[N:21]([CH2:33][CH2:34][CH2:35][CH3:36])[CH:22]=[C:23]([C:25]4[CH:30]=[CH:29][C:28]([Cl:31])=[CH:27][C:26]=4[Cl:32])[N:24]=3)=[CH:14][CH:13]=2)=[CH:7][CH:6]=1.[C:39]1(=[O:45])[O:44][C:42](=[O:43])[CH2:41][CH2:40]1.CCN(C(C)C)C(C)C.C(O)(=O)CC(CC(O)=O)(C(O)=O)O, predict the reaction product. The product is: [CH3:2][O:3][C:4](=[O:38])[C:5]1[CH:6]=[CH:7][C:8]([O:11][C:12]2[CH:13]=[CH:14][C:15]([CH2:18][C@@H:19]([C:20]3[N:21]([CH2:33][CH2:34][CH2:35][CH3:36])[CH:22]=[C:23]([C:25]4[CH:30]=[CH:29][C:28]([Cl:31])=[CH:27][C:26]=4[Cl:32])[N:24]=3)[NH:37][C:39](=[O:45])[CH2:40][CH2:41][C:42]([OH:44])=[O:43])=[CH:16][CH:17]=2)=[CH:9][CH:10]=1. (4) Given the reactants Cl[C:2]1[C:11]2[C:6](=[CH:7][CH:8]=[C:9]([CH2:12][CH3:13])[CH:10]=2)[N:5]=[C:4]([N:14]2[CH2:20][C:19]3[CH:21]=[CH:22][CH:23]=[CH:24][C:18]=3[S:17](=[O:26])(=[O:25])[CH2:16][CH2:15]2)[CH:3]=1.[C:27]([O:31][CH2:32][CH3:33])(=[O:30])[CH:28]=[CH2:29].C(N(CC)CC)C.CN(C)C=O, predict the reaction product. The product is: [O:25]=[S:17]1(=[O:26])[C:18]2[CH:24]=[CH:23][CH:22]=[CH:21][C:19]=2[CH2:20][N:14]([C:4]2[CH:3]=[C:2](/[CH:29]=[CH:28]/[C:27]([O:31][CH2:32][CH3:33])=[O:30])[C:11]3[C:6](=[CH:7][CH:8]=[C:9]([CH2:12][CH3:13])[CH:10]=3)[N:5]=2)[CH2:15][CH2:16]1.